Dataset: Full USPTO retrosynthesis dataset with 1.9M reactions from patents (1976-2016). Task: Predict the reactants needed to synthesize the given product. (1) Given the product [C:6](=[O:12])([O:7][CH:8]1[CH2:22][CH2:23][O:19][CH2:20][CH2:21]1)[O:5][CH2:2][CH2:18][NH:13][CH3:14], predict the reactants needed to synthesize it. The reactants are: Cl[C:2]([O:5][C:6](=[O:12])[O:7][C:8](Cl)(Cl)Cl)(Cl)Cl.[N:13]1[CH:18]=CC=C[CH:14]=1.[O:19]1[CH2:23][CH2:22][CH2:21][CH2:20]1. (2) The reactants are: C[O:2][C:3](=[O:26])[C:4]1[CH:9]=[CH:8][C:7]([NH:10][C:11]([NH:13][C:14]2[CH:19]=[N:18][C:17]([CH3:20])=[CH:16][N:15]=2)=[O:12])=[C:6]([O:21][C:22]([F:25])([F:24])[F:23])[CH:5]=1.CO.O.[OH-].[Li+]. Given the product [CH3:20][C:17]1[N:18]=[CH:19][C:14]([NH:13][C:11](=[O:12])[NH:10][C:7]2[CH:8]=[CH:9][C:4]([C:3]([OH:26])=[O:2])=[CH:5][C:6]=2[O:21][C:22]([F:25])([F:23])[F:24])=[N:15][CH:16]=1, predict the reactants needed to synthesize it.